This data is from Reaction yield outcomes from USPTO patents with 853,638 reactions. The task is: Predict the reaction yield, written as a fraction of the theoretical maximum amount of product (1.0 means a 100% yield; for example, 0.34 means a 34% yield). The reactants are [C:1]([O:5][C:6]([N:8]([CH3:24])[CH2:9][C@H:10]([C:16]1[CH:21]=[CH:20][C:19]([Cl:22])=[C:18]([F:23])[CH:17]=1)[CH2:11][C:12]([O:14]C)=[O:13])=[O:7])([CH3:4])([CH3:3])[CH3:2].[Li+].[OH-].Cl. The catalyst is C1COCC1.O. The product is [C:1]([O:5][C:6]([N:8]([CH3:24])[CH2:9][C@H:10]([C:16]1[CH:21]=[CH:20][C:19]([Cl:22])=[C:18]([F:23])[CH:17]=1)[CH2:11][C:12]([OH:14])=[O:13])=[O:7])([CH3:3])([CH3:4])[CH3:2]. The yield is 0.985.